Dataset: Forward reaction prediction with 1.9M reactions from USPTO patents (1976-2016). Task: Predict the product of the given reaction. (1) The product is: [CH2:10]([N:14]([C:18]1[CH:23]=[CH:22][CH:21]=[C:20]([C:24]2[N:6]3[N:7]=[CH:8][C:4]([N+:1]([O-:3])=[O:2])=[C:5]3[N:9]=[CH:26][CH:25]=2)[CH:19]=1)[C:15](=[O:17])[CH3:16])[CH2:11][CH2:12][CH3:13]. Given the reactants [N+:1]([C:4]1[CH:8]=[N:7][NH:6][C:5]=1[NH2:9])([O-:3])=[O:2].[CH2:10]([N:14]([C:18]1[CH:23]=[CH:22][CH:21]=[C:20]([C:24](=O)[CH:25]=[CH:26]N(C)C)[CH:19]=1)[C:15](=[O:17])[CH3:16])[CH2:11][CH2:12][CH3:13], predict the reaction product. (2) The product is: [NH2:18][C:10]1[O:11][C:12]([CH3:16])([CH3:17])[C:13]([F:14])([F:15])[C@:8]([C:6]2[CH:7]=[C:2]([NH:1][C:30]([C:27]3[CH:26]=[CH:25][C:24]([O:23][CH:22]([F:33])[F:21])=[CH:29][N:28]=3)=[O:31])[CH:3]=[CH:4][C:5]=2[F:20])([CH3:19])[N:9]=1. Given the reactants [NH2:1][C:2]1[CH:3]=[CH:4][C:5]([F:20])=[C:6]([C@:8]2([CH3:19])[C:13]([F:15])([F:14])[C:12]([CH3:17])([CH3:16])[O:11][C:10]([NH2:18])=[N:9]2)[CH:7]=1.[F:21][CH:22]([F:33])[O:23][C:24]1[CH:25]=[CH:26][C:27]([C:30](O)=[O:31])=[N:28][CH:29]=1, predict the reaction product. (3) Given the reactants [N+:1]([C:4]1[CH:9]=[CH:8][C:7]([C:10]2[N:15]=[C:14](Cl)[C:13]3=[CH:17][C:18]([C:20]([O:22][CH3:23])=[O:21])=[CH:19][N:12]3[N:11]=2)=[CH:6][CH:5]=1)([O-:3])=[O:2].[NH:24]1[CH2:29][CH2:28][O:27][CH2:26][CH2:25]1, predict the reaction product. The product is: [N+:1]([C:4]1[CH:9]=[CH:8][C:7]([C:10]2[N:15]=[C:14]([N:24]3[CH2:29][CH2:28][O:27][CH2:26][CH2:25]3)[C:13]3=[CH:17][C:18]([C:20]([O:22][CH3:23])=[O:21])=[CH:19][N:12]3[N:11]=2)=[CH:6][CH:5]=1)([O-:3])=[O:2]. (4) Given the reactants [CH3:1][O:2][C:3]1[C:4]2[N:17]=[C:16]([NH2:18])[S:15][C:5]=2[C:6]([N:9]2[CH2:14][CH2:13][O:12][CH2:11][CH2:10]2)=[N:7][CH:8]=1.Cl[CH2:20][C:21]1[CH:22]=[C:23]([CH:27]=[CH:28][N:29]=1)[C:24](Cl)=[O:25].[CH2:30]([N:32](C(C)C)[CH:33](C)[CH3:34])[CH3:31].C(NCC)C, predict the reaction product. The product is: [CH2:30]([N:32]([CH2:20][C:21]1[CH:22]=[C:23]([CH:27]=[CH:28][N:29]=1)[C:24]([NH:18][C:16]1[S:15][C:5]2[C:6]([N:9]3[CH2:10][CH2:11][O:12][CH2:13][CH2:14]3)=[N:7][CH:8]=[C:3]([O:2][CH3:1])[C:4]=2[N:17]=1)=[O:25])[CH2:33][CH3:34])[CH3:31]. (5) Given the reactants [F:1][CH:2]([F:17])[C:3]1([C:9]2[CH:14]=[CH:13][CH:12]=[C:11]([F:15])[C:10]=2[CH3:16])[CH:8]2[CH:6]([CH2:7]2)[O:5][NH:4]1.FC(F)(F)C(O)=O, predict the reaction product. The product is: [NH2:4][C:3]([CH:8]1[CH2:7][CH:6]1[OH:5])([C:9]1[CH:14]=[CH:13][CH:12]=[C:11]([F:15])[C:10]=1[CH3:16])[CH:2]([F:1])[F:17]. (6) Given the reactants [NH:1]1[CH:5]=[CH:4][C:3]([C:6]2[CH:11]=[CH:10][N:9]3[C:12]([C:15]([OH:17])=O)=[CH:13][N:14]=[C:8]3[CH:7]=2)=[N:2]1.[NH2:18][C:19]1[CH:20]=[C:21]([C:26]2[N:30]=[C:29]([CH:31]3[CH2:34][N:33]([C:35]([O:37][CH3:38])=[O:36])[CH2:32]3)[O:28][N:27]=2)[CH:22]=[CH:23][C:24]=1[CH3:25].CCCP(=O)=O, predict the reaction product. The product is: [NH:1]1[CH:5]=[CH:4][C:3]([C:6]2[CH:11]=[CH:10][N:9]3[C:12]([C:15]([NH:18][C:19]4[CH:20]=[C:21]([C:26]5[N:30]=[C:29]([CH:31]6[CH2:34][N:33]([C:35]([O:37][CH3:38])=[O:36])[CH2:32]6)[O:28][N:27]=5)[CH:22]=[CH:23][C:24]=4[CH3:25])=[O:17])=[CH:13][N:14]=[C:8]3[CH:7]=2)=[N:2]1. (7) Given the reactants [OH:1][C:2]1[N:7]=[CH:6][C:5]([NH:8][C:9](=[O:16])[C:10]2[CH:15]=[CH:14][CH:13]=[CH:12][CH:11]=2)=[CH:4][CH:3]=1.[I-].[C:18]([Si:22]([CH3:39])([CH3:38])[O:23][CH:24]1[CH2:29][CH2:28][N:27]([C:30](N2C=C[N+](C)=C2)=[O:31])[CH2:26][CH2:25]1)([CH3:21])([CH3:20])[CH3:19].N12CCN(CC1)CC2, predict the reaction product. The product is: [C:9]([NH:8][C:5]1[CH:4]=[CH:3][C:2]([O:1][C:30]([N:27]2[CH2:28][CH2:29][CH:24]([O:23][Si:22]([C:18]([CH3:21])([CH3:20])[CH3:19])([CH3:38])[CH3:39])[CH2:25][CH2:26]2)=[O:31])=[N:7][CH:6]=1)(=[O:16])[C:10]1[CH:15]=[CH:14][CH:13]=[CH:12][CH:11]=1. (8) Given the reactants OC(C(F)(F)F)=O.[Br:8][C:9]1[CH:10]=[C:11]([C:15]2([C:23]#[N:24])[CH2:21][C@H:20]3[NH:22][C@H:17]([CH:18]=[CH:19]3)[CH2:16]2)[CH:12]=[N:13][CH:14]=1.CCN(C(C)C)C(C)C.[Cl:34][C:35]([CH2:37]Cl)=[CH2:36], predict the reaction product. The product is: [Br:8][C:9]1[CH:10]=[C:11]([C:15]2([C:23]#[N:24])[CH2:21][C@@H:20]3[N:22]([CH2:37][C:35]([Cl:34])=[CH2:36])[C@@H:17]([CH:18]=[CH:19]3)[CH2:16]2)[CH:12]=[N:13][CH:14]=1.